Dataset: Reaction yield outcomes from USPTO patents with 853,638 reactions. Task: Predict the reaction yield, written as a fraction of the theoretical maximum amount of product (1.0 means a 100% yield; for example, 0.34 means a 34% yield). (1) The reactants are [CH2:1]([CH:3]([C:6]1[N:11]2[N:12]=[C:13]([CH3:16])[C:14](I)=[C:10]2[N:9]=[C:8]([CH3:17])[CH:7]=1)[CH2:4][CH3:5])[CH3:2].[O-]P([O-])([O-])=O.[K+].[K+].[K+].[Cl:26][C:27]1[S:28][CH:29]=[C:30]([Cl:32])[N:31]=1.N1C2C(=CC=C3C=2N=CC=C3)C=CC=1.N#N. The catalyst is [Cu]I.CC(N(C)C)=O. The product is [CH2:1]([CH:3]([C:6]1[N:11]2[N:12]=[C:13]([CH3:16])[C:14]([C:29]3[S:28][C:27]([Cl:26])=[N:31][C:30]=3[Cl:32])=[C:10]2[N:9]=[C:8]([CH3:17])[CH:7]=1)[CH2:4][CH3:5])[CH3:2]. The yield is 0.700. (2) The reactants are [CH3:1][O:2][C:3]1[CH:10]=[C:9]2[O:11][CH2:12][O:13][C:8]2=[CH:7][C:4]=1C=O.[C:14]([O:22][CH2:23][CH3:24])(=[O:21])[CH2:15][C:16]([O:18][CH2:19][CH3:20])=[O:17].N1CCCC[CH2:26]1.C(O)(=O)C. The catalyst is C1C=CC=CC=1. The product is [CH2:12]1[O:11][C:9]2[C:8](=[CH:7][CH2:4][C:3]([O:2][CH3:1])([CH:10]=2)[CH:26]=[C:15]([C:16]([O:18][CH2:19][CH3:20])=[O:17])[C:14]([O:22][CH2:23][CH3:24])=[O:21])[O:13]1. The yield is 0.910. (3) The reactants are [O:1]([C:8]1[CH:9]=[C:10]([NH:14]C2C=CC=CC=2)[CH:11]=[CH:12][CH:13]=1)[C:2]1[CH:7]=[CH:6][CH:5]=[CH:4][CH:3]=1.[N:21]([O-])=O.[Na+].O.O.[Sn](Cl)(Cl)(Cl)Cl.[OH-].[Na+].C(=O)(O)[O-].[Na+]. The catalyst is CO.O.Cl. The product is [O:1]([C:8]1[CH:9]=[C:10]([NH:14][NH2:21])[CH:11]=[CH:12][CH:13]=1)[C:2]1[CH:7]=[CH:6][CH:5]=[CH:4][CH:3]=1. The yield is 0.710. (4) The reactants are [CH:1]1([C:7]2[CH:12]=[CH:11][C:10]([C:13]3[O:17][N:16]=[C:15]([C:18]4[O:22][C:21]([CH2:23][N:24]5[CH2:27][CH:26]([C:28]([O:30]CC)=[O:29])[CH2:25]5)=[CH:20][CH:19]=4)[N:14]=3)=[CH:9][CH:8]=2)[CH2:6][CH2:5][CH2:4][CH2:3][CH2:2]1.O1CCCC1.O.[OH-].[Li+].C(O)(=O)C. The catalyst is O.CO. The product is [CH:1]1([C:7]2[CH:8]=[CH:9][C:10]([C:13]3[O:17][N:16]=[C:15]([C:18]4[O:22][C:21]([CH2:23][N:24]5[CH2:27][CH:26]([C:28]([OH:30])=[O:29])[CH2:25]5)=[CH:20][CH:19]=4)[N:14]=3)=[CH:11][CH:12]=2)[CH2:2][CH2:3][CH2:4][CH2:5][CH2:6]1. The yield is 0.560. (5) The reactants are [OH:1][CH2:2][CH2:3][N:4]1[CH2:9][CH2:8][N:7]([C:10]([O:12][C:13]([CH3:16])([CH3:15])[CH3:14])=[O:11])[CH2:6][CH2:5]1.[H-].[Na+].[F:19][C:20]1[CH:27]=[CH:26][CH:25]=[C:24](F)[C:21]=1[C:22]#[N:23]. The catalyst is CN(C)C=O. The product is [C:13]([O:12][C:10]([N:7]1[CH2:8][CH2:9][N:4]([CH2:3][CH2:2][O:1][C:24]2[CH:25]=[CH:26][CH:27]=[C:20]([F:19])[C:21]=2[C:22]#[N:23])[CH2:5][CH2:6]1)=[O:11])([CH3:16])([CH3:15])[CH3:14]. The yield is 0.730. (6) The reactants are [NH2:1][C:2]1[N:9]=[C:8]([C:10]2[CH:15]=[CH:14][CH:13]=[CH:12][C:11]=2[OH:16])[CH:7]=[C:6]([C:17]2[CH:22]=[CH:21][CH:20]=[C:19]([C:23]([OH:25])=[O:24])[CH:18]=2)[C:3]=1[C:4]#[N:5].[OH-].[Na+:27]. No catalyst specified. The product is [NH2:1][C:2]1[C:3]([C:4]#[N:5])=[C:6]([C:17]2[CH:18]=[C:19]([CH:20]=[CH:21][CH:22]=2)[C:23]([O-:25])=[O:24])[CH:7]=[C:8]([C:10]2[CH:15]=[CH:14][CH:13]=[CH:12][C:11]=2[OH:16])[N:9]=1.[Na+:27]. The yield is 0.950. (7) The reactants are Cl[C:2]1[CH:3]=[C:4]([C:9]2[N:13]3[CH:14]=[CH:15][C:16]([C:19]([OH:22])([CH3:21])[CH3:20])=[C:17]([F:18])[C:12]3=[N:11][CH:10]=2)[CH:5]=[CH:6][C:7]=1[F:8].[F:23][C:24]([F:36])([F:35])[O:25][C:26]1[CH:31]=[CH:30][CH:29]=[CH:28][C:27]=1B(O)O. No catalyst specified. The product is [F:18][C:17]1[C:12]2[N:13]([C:9]([C:4]3[CH:5]=[CH:6][C:7]([F:8])=[C:2]([C:27]4[CH:28]=[CH:29][CH:30]=[CH:31][C:26]=4[O:25][C:24]([F:23])([F:36])[F:35])[CH:3]=3)=[CH:10][N:11]=2)[CH:14]=[CH:15][C:16]=1[C:19]([OH:22])([CH3:21])[CH3:20]. The yield is 0.0600. (8) The reactants are [OH:1][CH:2]1[CH:7]([NH:8][C:9](=[O:15])[O:10][C:11]([CH3:14])([CH3:13])[CH3:12])[CH:6]=[C:5]([C:16]2[CH:21]=[CH:20][N:19]=[CH:18][C:17]=2[N+:22]([O-:24])=[O:23])[CH2:4][CH:3]1[CH3:25].[CH3:26][C:27](OC(C)=O)=[O:28]. The catalyst is N1C=CC=CC=1. The product is [C:27]([O:1][CH:2]1[CH:3]([CH3:25])[CH2:4][C:5]([C:16]2[CH:21]=[CH:20][N:19]=[CH:18][C:17]=2[N+:22]([O-:24])=[O:23])=[CH:6][CH:7]1[NH:8][C:9]([O:10][C:11]([CH3:12])([CH3:13])[CH3:14])=[O:15])(=[O:28])[CH3:26]. The yield is 0.940.